This data is from Full USPTO retrosynthesis dataset with 1.9M reactions from patents (1976-2016). The task is: Predict the reactants needed to synthesize the given product. (1) The reactants are: [Br-].[N:2]1([C:7]2[CH:25]=[CH:24][C:10]([C:11](=[O:23])[CH2:12][N+:13]3[C:22]4[C:17](=[CH:18][CH:19]=[CH:20][CH:21]=4)[CH:16]=[CH:15][CH:14]=3)=[CH:9][CH:8]=2)[CH2:6][CH2:5][CH2:4][CH2:3]1.BrCC(C1C=C[C:33]([N:36]2CCCC2)=[CH:32][CH:31]=1)=O.N1C2C(=CC=CC=2)C=CC=1. Given the product [C:33]([C:32]1[CH:31]=[C:12]([C:11](=[O:23])[C:10]2[CH:9]=[CH:8][C:7]([N:2]3[CH2:6][CH2:5][CH2:4][CH2:3]3)=[CH:25][CH:24]=2)[N:13]2[C:22]3[C:17](=[CH:18][CH:19]=[CH:20][CH:21]=3)[CH:16]=[CH:15][C:14]=12)#[N:36], predict the reactants needed to synthesize it. (2) The reactants are: [NH:1]1[CH2:4][CH:3]([CH2:5][C:6]2[N:7]([CH3:31])[C:8]3[C:13]([N:14]=2)=[C:12]([N:15]2[CH2:20][CH2:19][O:18][CH2:17][CH2:16]2)[N:11]=[C:10]([N:21]2[C:25]4[CH:26]=[CH:27][CH:28]=[CH:29][C:24]=4[N:23]=[C:22]2[CH3:30])[N:9]=3)[CH2:2]1.Br[C:33]([CH3:39])([CH3:38])[C:34]([NH:36][CH3:37])=[O:35]. Given the product [CH3:37][NH:36][C:34](=[O:35])[C:33]([CH3:39])([N:1]1[CH2:2][CH:3]([CH2:5][C:6]2[N:7]([CH3:31])[C:8]3[C:13]([N:14]=2)=[C:12]([N:15]2[CH2:20][CH2:19][O:18][CH2:17][CH2:16]2)[N:11]=[C:10]([N:21]2[C:25]4[CH:26]=[CH:27][CH:28]=[CH:29][C:24]=4[N:23]=[C:22]2[CH3:30])[N:9]=3)[CH2:4]1)[CH3:38], predict the reactants needed to synthesize it. (3) Given the product [NH2:11][CH:12]([CH2:23][CH2:24][P:25]([O:29][C:30]1[CH:31]=[CH:32][C:33]([CH2:36][C:37]([OH:39])=[O:38])=[CH:34][CH:35]=1)([O:27][CH3:28])=[O:26])[C:13]([OH:15])=[O:14], predict the reactants needed to synthesize it. The reactants are: C(OC([NH:11][CH:12]([CH2:23][CH2:24][P:25]([O:29][C:30]1[CH:35]=[CH:34][C:33]([CH2:36][C:37]([O:39]CC2C=CC=CC=2)=[O:38])=[CH:32][CH:31]=1)([O:27][CH3:28])=[O:26])[C:13]([O:15]CC1C=CC=CC=1)=[O:14])=O)C1C=CC=CC=1.[H][H]. (4) Given the product [Br:31][CH2:23][C:22]([C:20]1[CH:19]=[CH:18][C:16]2[O:17][C:12]([CH3:25])([CH3:11])[O:13][CH2:14][C:15]=2[CH:21]=1)=[O:24], predict the reactants needed to synthesize it. The reactants are: C[Si]([N-][Si](C)(C)C)(C)C.[Na+].[CH3:11][C:12]1([CH3:25])[O:17][C:16]2[CH:18]=[CH:19][C:20]([C:22](=[O:24])[CH3:23])=[CH:21][C:15]=2[CH2:14][O:13]1.Cl[Si](C)(C)C.[Br:31]Br.S([O-])([O-])=O.[Na+].[Na+].C(=O)(O)[O-].[Na+]. (5) The reactants are: [Cl:1][C:2]1[CH:3]=[C:4]2[N:11]=[C:10]([O:12][CH:13]3[CH:17]4[O:18][CH2:19][CH:20]([OH:21])[CH:16]4[O:15][CH2:14]3)[N:9]([CH2:22][O:23][CH2:24][CH2:25][Si:26]([CH3:29])([CH3:28])[CH3:27])[C:5]2=[N:6][C:7]=1I.[Br:30][C:31]1[CH:36]=[CH:35][C:34](B(O)O)=[CH:33][N:32]=1. Given the product [Br:30][C:31]1[N:32]=[CH:33][C:34]([C:7]2[N:6]=[C:5]3[N:9]([CH2:22][O:23][CH2:24][CH2:25][Si:26]([CH3:29])([CH3:28])[CH3:27])[C:10]([O:12][C@H:13]4[C@H:17]5[O:18][CH2:19][C@@H:20]([OH:21])[C@H:16]5[O:15][CH2:14]4)=[N:11][C:4]3=[CH:3][C:2]=2[Cl:1])=[CH:35][CH:36]=1, predict the reactants needed to synthesize it. (6) Given the product [Cl:13][C:5]1[C:4]2[C:9](=[CH:10][CH:11]=[C:2]([NH:23][CH2:22][C:21]3[CH:24]=[CH:25][CH:26]=[C:19]([N:14]4[CH:18]=[CH:17][CH:16]=[CH:15]4)[CH:20]=3)[CH:3]=2)[C:8](=[O:12])[NH:7][N:6]=1, predict the reactants needed to synthesize it. The reactants are: Br[C:2]1[CH:3]=[C:4]2[C:9](=[CH:10][CH:11]=1)[C:8](=[O:12])[NH:7][N:6]=[C:5]2[Cl:13].[N:14]1([C:19]2[CH:20]=[C:21]([CH:24]=[CH:25][CH:26]=2)[CH2:22][NH2:23])[CH:18]=[CH:17][CH:16]=[CH:15]1.C1C=CC(P(C2C(C3C(P(C4C=CC=CC=4)C4C=CC=CC=4)=CC=C4C=3C=CC=C4)=C3C(C=CC=C3)=CC=2)C2C=CC=CC=2)=CC=1.CC([O-])(C)C.[Na+].